Dataset: Retrosynthesis with 50K atom-mapped reactions and 10 reaction types from USPTO. Task: Predict the reactants needed to synthesize the given product. (1) The reactants are: C1CCNC1.CC(C)(C)OC(=O)N[C@@H](CC(=O)N1CCn2c(C(F)(F)F)nc(C(=O)O)c2C1)Cc1cc(F)c(F)cc1F. Given the product CC(C)(C)OC(=O)N[C@@H](CC(=O)N1CCn2c(C(F)(F)F)nc(C(=O)N3CCCC3)c2C1)Cc1cc(F)c(F)cc1F, predict the reactants needed to synthesize it. (2) The reactants are: ClCCCOCCc1ccc(OCc2ccccc2)cc1. Given the product Oc1ccc(CCOCCCCl)cc1, predict the reactants needed to synthesize it. (3) Given the product O=C(O)C(F)(F)F, predict the reactants needed to synthesize it. The reactants are: CC(C)(C)OC(=O)N1CCN(c2nc(N)c([N+](=O)[O-])cc2Cl)CC1. (4) Given the product Nc1cccc(Oc2cccnc2)c1, predict the reactants needed to synthesize it. The reactants are: O=[N+]([O-])c1cccc(Oc2cccnc2)c1. (5) Given the product C[C@@H](N)C(=O)N1CC(F)(F)C1, predict the reactants needed to synthesize it. The reactants are: C[C@@H](NC(=O)OC(C)(C)C)C(=O)N1CC(F)(F)C1. (6) Given the product Cc1cc(NC(=O)CC(=O)O)cc(C)c1Oc1ccc(O)c(S(=O)(=O)c2ccc(F)cc2)c1, predict the reactants needed to synthesize it. The reactants are: COC(=O)CC(=O)Nc1cc(C)c(Oc2ccc(O)c(S(=O)(=O)c3ccc(F)cc3)c2)c(C)c1. (7) Given the product CCN(CC)c1ccc(N(C(C)=O)[C@@H]2C[C@H](C)N(C(=O)c3ccc(N(C)C)cc3)c3cc(N(CC)CC)ccc32)cc1, predict the reactants needed to synthesize it. The reactants are: CCN(CC)c1ccc2c(c1)N(C(=O)c1ccc(N(C)C)cc1)[C@@H](C)C[C@H]2N(C(C)=O)c1ccc(Cl)cc1.CCNCC.